From a dataset of Full USPTO retrosynthesis dataset with 1.9M reactions from patents (1976-2016). Predict the reactants needed to synthesize the given product. (1) Given the product [N+:18]([C:12]1[CH:11]=[CH:10][C:9]2[N:8]([C:21](=[O:23])[CH3:22])[C:7]3[C:16]([S:15][C:14]=2[CH:13]=1)=[CH:17][C:4]([N+:1]([O-:3])=[O:2])=[CH:5][CH:6]=3)([O-:20])=[O:19], predict the reactants needed to synthesize it. The reactants are: [N+:1]([C:4]1[CH:5]=[CH:6][C:7]2[NH:8][C:9]3[C:14]([S:15][C:16]=2[CH:17]=1)=[CH:13][C:12]([N+:18]([O-:20])=[O:19])=[CH:11][CH:10]=3)([O-:3])=[O:2].[C:21](OC(=O)C)(=[O:23])[CH3:22]. (2) The reactants are: [Br:1][C:2]1[CH:14]=[C:13]2[C:5]([C:6]3[CH:7]=[CH:8][C:9]([NH2:23])=[CH:10][C:11]=3[C:12]2([CH2:19][CH2:20][CH2:21][CH3:22])[CH2:15][CH2:16][CH2:17][CH3:18])=[CH:4][CH:3]=1.[CH2:24]([C:28]1([CH2:42][CH2:43][CH2:44][CH3:45])[C:40]2[CH:39]=[C:38](I)[CH:37]=[CH:36][C:35]=2[C:34]2[C:29]1=[CH:30][CH:31]=[CH:32][CH:33]=2)[CH2:25][CH2:26][CH3:27].[OH-].[K+].N1[C:61]2[C:52](=[CH:53][CH:54]=[C:55]3[C:60]=2N=[CH:58][CH:57]=[CH:56]3)C=CC=1. Given the product [Br:1][C:2]1[CH:14]=[C:13]2[C:5]([C:6]3[CH:7]=[CH:8][C:9]([N:23]([C:52]4[CH:53]=[CH:54][C:55]5[C:56]6[C:57](=[CH:58][CH:3]=[CH:2][CH:14]=6)[C:5]([CH2:13][CH2:12][CH2:15][CH3:16])([CH2:6][CH2:11][CH2:10][CH3:9])[C:60]=5[CH:61]=4)[C:31]4[CH:32]=[CH:33][C:34]5[C:35]6[C:40](=[CH:39][CH:38]=[CH:37][CH:36]=6)[C:28]([CH2:42][CH2:43][CH2:44][CH3:45])([CH2:24][CH2:25][CH2:26][CH3:27])[C:29]=5[CH:30]=4)=[CH:10][C:11]=3[C:12]2([CH2:19][CH2:20][CH2:21][CH3:22])[CH2:15][CH2:16][CH2:17][CH3:18])=[CH:4][CH:3]=1, predict the reactants needed to synthesize it. (3) Given the product [CH2:3]([O:7][C:9]1[CH:14]=[C:13]([CH2:15][C:16]2[CH:21]=[CH:20][CH:19]=[C:18]([F:22])[CH:17]=2)[N:12]=[CH:11][N:10]=1)[C:4]#[C:5][CH3:6], predict the reactants needed to synthesize it. The reactants are: [H-].[Na+].[CH2:3]([OH:7])[C:4]#[C:5][CH3:6].Cl[C:9]1[CH:14]=[C:13]([CH2:15][C:16]2[CH:21]=[CH:20][CH:19]=[C:18]([F:22])[CH:17]=2)[N:12]=[CH:11][N:10]=1.[Cl-].[NH4+].